From a dataset of Catalyst prediction with 721,799 reactions and 888 catalyst types from USPTO. Predict which catalyst facilitates the given reaction. (1) Reactant: [CH2:1]([S:10][CH2:11][C:12]([O:14]C)=[O:13])[CH2:2][CH2:3][S:4][CH2:5][C:6]([O:8]C)=[O:7]. Product: [CH2:3]([S:4][CH2:5][C:6]([OH:8])=[O:7])[CH2:2][CH2:1][S:10][CH2:11][C:12]([OH:14])=[O:13]. The catalyst class is: 33. (2) Reactant: [N+:1]([C:4]1[CH:12]=[CH:11][CH:10]=[C:6]([C:7]([OH:9])=O)[C:5]=1[C:13]([OH:15])=O)([O-:3])=[O:2].[C:16]([C:20]1[CH:26]=[CH:25][C:23]([NH2:24])=[CH:22][CH:21]=1)([CH3:19])([CH3:18])[CH3:17]. Product: [C:16]([C:20]1[CH:21]=[CH:22][C:23]([N:24]2[C:13](=[O:15])[C:5]3[C:6](=[CH:10][CH:11]=[CH:12][C:4]=3[N+:1]([O-:3])=[O:2])[C:7]2=[O:9])=[CH:25][CH:26]=1)([CH3:19])([CH3:17])[CH3:18]. The catalyst class is: 262. (3) Reactant: [C:1]([O:5][C:6]([NH:8][C:9]1([CH2:12][C:13]([OH:15])=O)[CH2:11][CH2:10]1)=[O:7])([CH3:4])([CH3:3])[CH3:2].[CH2:16]([O:23][N:24]1[C:30](=[O:31])[N:29]2[CH2:32][C@H:25]1[CH2:26][CH2:27][C@H:28]2[C:33]([NH:35][NH2:36])=[O:34])[C:17]1[CH:22]=[CH:21][CH:20]=[CH:19][CH:18]=1.CCN(C(C)C)C(C)C.CN(C(ON1N=NC2C=CC=NC1=2)=[N+](C)C)C.F[P-](F)(F)(F)(F)F. Product: [CH2:16]([O:23][N:24]1[C:30](=[O:31])[N:29]2[CH2:32][C@H:25]1[CH2:26][CH2:27][C@H:28]2[C:33]([NH:35][NH:36][C:13](=[O:15])[CH2:12][C:9]1([NH:8][C:6](=[O:7])[O:5][C:1]([CH3:2])([CH3:3])[CH3:4])[CH2:10][CH2:11]1)=[O:34])[C:17]1[CH:22]=[CH:21][CH:20]=[CH:19][CH:18]=1. The catalyst class is: 3.